Dataset: Forward reaction prediction with 1.9M reactions from USPTO patents (1976-2016). Task: Predict the product of the given reaction. (1) Given the reactants [CH2:1]([N:8]([CH2:12][C:13]1[C:18](Cl)=[N:17][C:16]([N:20]([CH:22]2[CH2:25][CH2:24][CH2:23]2)[CH3:21])=[CH:15][N:14]=1)[CH2:9][CH2:10][OH:11])[C:2]1[CH:7]=[CH:6][CH:5]=[CH:4][CH:3]=1.CC(C)([O-])C.[K+].O, predict the reaction product. The product is: [CH2:1]([N:8]1[CH2:12][C:13]2[N:14]=[CH:15][C:16]([N:20]([CH:22]3[CH2:25][CH2:24][CH2:23]3)[CH3:21])=[N:17][C:18]=2[O:11][CH2:10][CH2:9]1)[C:2]1[CH:7]=[CH:6][CH:5]=[CH:4][CH:3]=1. (2) Given the reactants [Br:1][C:2]1C(F)=[CH:8][CH:7]=[C:6]([F:11])[C:3]=1[CH:4]=O.S([O-])(OCCCCCCCCCCCC)(=O)=O.[Na+].C(OI(C1C=CC=CC=1)OC(=O)C)(=O)C.[C:45]([O-])(=O)[CH3:46].[NH4+:49].S([O-])([O-])(=O)=S.[Na+].[Na+], predict the reaction product. The product is: [Br:1][C:2]1[C:45]([CH3:46])=[CH:8][CH:7]=[C:6]([F:11])[C:3]=1[C:4]#[N:49]. (3) The product is: [Cl:1][C:2]1[CH:7]=[C:6]([CH2:8][O:9][S:24]([CH3:23])(=[O:26])=[O:25])[CH:5]=[CH:4][N:3]=1. Given the reactants [Cl:1][C:2]1[CH:7]=[C:6]([CH2:8][OH:9])[CH:5]=[CH:4][N:3]=1.C(OCC)(=O)C.C(N(CC)CC)C.[CH3:23][S:24](Cl)(=[O:26])=[O:25], predict the reaction product. (4) Given the reactants [Cl:1][C:2]1[CH:3]=[C:4]([C:17]([OH:19])=O)[C:5]2[O:9][C:8]([C:10]3[CH:15]=[CH:14][CH:13]=[CH:12][CH:11]=3)=[N:7][C:6]=2[CH:16]=1.Cl.Cl.[NH2:22][CH:23]1[CH:28]2[CH2:29][CH2:30][N:25]([CH2:26][CH2:27]2)[CH2:24]1, predict the reaction product. The product is: [N:25]12[CH2:30][CH2:29][CH:28]([CH2:27][CH2:26]1)[CH:23]([NH:22][C:17]([C:4]1[C:5]3[O:9][C:8]([C:10]4[CH:11]=[CH:12][CH:13]=[CH:14][CH:15]=4)=[N:7][C:6]=3[CH:16]=[C:2]([Cl:1])[CH:3]=1)=[O:19])[CH2:24]2.